This data is from Full USPTO retrosynthesis dataset with 1.9M reactions from patents (1976-2016). The task is: Predict the reactants needed to synthesize the given product. (1) Given the product [Cl:15][C:16]1[CH:23]=[CH:22][C:19]([CH2:20][NH:24][CH2:25][CH2:26][NH:27][C:28](=[O:34])[O:29][C:30]([CH3:32])([CH3:31])[CH3:33])=[CH:18][CH:17]=1, predict the reactants needed to synthesize it. The reactants are: C(O[BH-](OC(=O)C)OC(=O)C)(=O)C.[Na+].[Cl:15][C:16]1[CH:23]=[CH:22][C:19]([CH:20]=O)=[CH:18][CH:17]=1.[NH2:24][CH2:25][CH2:26][NH:27][C:28](=[O:34])[O:29][C:30]([CH3:33])([CH3:32])[CH3:31].C(O)(=O)C. (2) Given the product [Mg:41].[CH3:2][CH2:3][CH2:4][CH2:5][CH2:6][N:7]([CH2:9][CH2:10][C:11]([P:17]([OH:20])([OH:19])=[O:18])([P:13]([OH:16])([OH:15])=[O:14])[OH:12])[CH3:8], predict the reactants needed to synthesize it. The reactants are: [Ca].[CH3:2][CH2:3][CH2:4][CH2:5][CH2:6][N:7]([CH2:9][CH2:10][C:11]([P:17]([OH:20])([OH:19])=[O:18])([P:13]([OH:16])([OH:15])=[O:14])[OH:12])[CH3:8].CCCCCN(CCC(P(O)(O)=O)(P(O)(O)=O)O)C.[OH-].[Mg+2:41].[OH-]. (3) Given the product [C:1]([O:5][C:6]([N:8]1[CH2:12][CH2:11][C@@H:10]([C:13](=[O:15])[NH:31][C:28]2[CH:27]=[C:26]([C:32]3[CH:37]=[CH:36][CH:35]=[C:34]([NH:38][CH2:39][CH:40]4[CH2:45][CH2:44][O:43][CH2:42][CH2:41]4)[N:33]=3)[C:25]([Cl:24])=[CH:30][N:29]=2)[CH2:9]1)=[O:7])([CH3:2])([CH3:3])[CH3:4], predict the reactants needed to synthesize it. The reactants are: [C:1]([O:5][C:6]([N:8]1[CH2:12][CH2:11][C@@H:10]([C:13]([OH:15])=O)[CH2:9]1)=[O:7])([CH3:4])([CH3:3])[CH3:2].ClC(N(C)C)=C(C)C.[Cl:24][C:25]1[C:26]([C:32]2[CH:37]=[CH:36][CH:35]=[C:34]([NH:38][CH2:39][CH:40]3[CH2:45][CH2:44][O:43][CH2:42][CH2:41]3)[N:33]=2)=[CH:27][C:28]([NH2:31])=[N:29][CH:30]=1.N1C=CC=CC=1. (4) Given the product [Cl:1][C:2]1[CH:7]=[CH:6][C:5]([N:8]2[C:12]([CH3:13])=[C:11]([C:14]([NH:16][C:17]3[CH:18]=[N:19][C:20]([N:25]4[CH2:34][CH2:33][C:28](=[O:29])[CH2:27][CH2:26]4)=[C:21]([C:23]#[N:24])[CH:22]=3)=[O:15])[CH:10]=[N:9]2)=[CH:4][CH:3]=1, predict the reactants needed to synthesize it. The reactants are: [Cl:1][C:2]1[CH:7]=[CH:6][C:5]([N:8]2[C:12]([CH3:13])=[C:11]([C:14]([NH:16][C:17]3[CH:18]=[N:19][C:20]([N:25]4[CH2:34][CH2:33][C:28]5(OCC[O:29]5)[CH2:27][CH2:26]4)=[C:21]([C:23]#[N:24])[CH:22]=3)=[O:15])[CH:10]=[N:9]2)=[CH:4][CH:3]=1.C(O)(=O)C.Cl.[OH-].[Na+]. (5) Given the product [CH3:23][C:24]1[CH:39]=[C:27]2[N:28]=[C:29]([NH:38][C:12]([C:11]3[CH:10]=[CH:9][C:8]([C:5]4([C:3]([O:2][CH3:1])=[O:4])[CH2:6][CH2:7]4)=[CH:16][CH:15]=3)=[O:14])[CH:30]=[C:31]([C:32]3[CH:37]=[CH:36][CH:35]=[CH:34][CH:33]=3)[N:26]2[N:25]=1, predict the reactants needed to synthesize it. The reactants are: [CH3:1][O:2][C:3]([C:5]1([C:8]2[CH:16]=[CH:15][C:11]([C:12]([OH:14])=O)=[CH:10][CH:9]=2)[CH2:7][CH2:6]1)=[O:4].C(Cl)(=O)C(Cl)=O.[CH3:23][C:24]1[CH:39]=[C:27]2[N:28]=[C:29]([NH2:38])[CH:30]=[C:31]([C:32]3[CH:37]=[CH:36][CH:35]=[CH:34][CH:33]=3)[N:26]2[N:25]=1.O.